Dataset: Full USPTO retrosynthesis dataset with 1.9M reactions from patents (1976-2016). Task: Predict the reactants needed to synthesize the given product. (1) Given the product [C:16]([O:21][CH:5]1[C:9]2([CH2:14][CH2:13][CH2:12][CH2:11][CH2:10]2)[CH2:8][CH:7]([CH3:15])[O:6]1)(=[O:20])[C:17]([CH3:19])=[CH2:18], predict the reactants needed to synthesize it. The reactants are: C(O[CH:5]1[C:9]2([CH2:14][CH2:13][CH2:12][CH2:11][CH2:10]2)[CH2:8][CH:7]([CH3:15])[O:6]1)(=O)C.[C:16]([OH:21])(=[O:20])[C:17]([CH3:19])=[CH2:18].C(C1C(O)=C(C(C)(C)C)C=C(C)C=1)C1C(O)=C(C(C)(C)C)C=C(C)C=1. (2) Given the product [C:1]1([C:29]2[CH:34]=[CH:33][CH:32]=[CH:31][CH:30]=2)[CH:2]=[CH:3][C:4]([O:7][C:8]2[C:9](=[O:28])[N:10]([C:21]3[CH:26]=[CH:25][C:24]([Cl:27])=[CH:23][CH:22]=3)[N:11]=[CH:12][C:13]=2[N:14]2[CH2:15][CH2:16][CH:17]([OH:20])[CH2:18][CH2:19]2)=[CH:5][CH:6]=1, predict the reactants needed to synthesize it. The reactants are: [C:1]1([C:29]2[CH:34]=[CH:33][CH:32]=[CH:31][CH:30]=2)[CH:6]=[CH:5][C:4]([O:7][C:8]2[C:9](=[O:28])[N:10]([C:21]3[CH:26]=[CH:25][C:24]([Cl:27])=[CH:23][CH:22]=3)[N:11]=[CH:12][C:13]=2[N:14]2[CH2:19][CH2:18][C:17](=[O:20])[CH2:16][CH2:15]2)=[CH:3][CH:2]=1.[BH4-].[Na+].ClCCl. (3) The reactants are: C[O:2][C:3](=[O:44])[CH2:4][CH2:5][CH2:6][C:7](=[O:43])[NH:8][C:9]1[CH:14]=[CH:13][C:12]([C:15]([C:20]2[CH:25]=[CH:24][C:23]([C:26]#[C:27][CH:28]([O:33][Si:34]([C:37]([CH3:40])([CH3:39])[CH3:38])([CH3:36])[CH3:35])[C:29]([CH3:32])([CH3:31])[CH3:30])=[C:22]([CH3:41])[CH:21]=2)([CH2:18][CH3:19])[CH2:16][CH3:17])=[CH:11][C:10]=1[CH3:42].CC1(C)C2(CS(O)(=O)=O)C(CC1CC2)=O.C([O-])(O)=O.[Na+].C(Cl)Cl. Given the product [C:37]([Si:34]([CH3:35])([CH3:36])[O:33][CH:28]([C:29]([CH3:32])([CH3:31])[CH3:30])[C:27]#[C:26][C:23]1[CH:24]=[CH:25][C:20]([C:15]([C:12]2[CH:13]=[CH:14][C:9]([NH:8][C:7]([CH2:6][CH2:5][CH2:4][C:3]([OH:44])=[O:2])=[O:43])=[C:10]([CH3:42])[CH:11]=2)([CH2:16][CH3:17])[CH2:18][CH3:19])=[CH:21][C:22]=1[CH3:41])([CH3:38])([CH3:40])[CH3:39].[CH2:16]([C:15]([C:12]1[CH:13]=[CH:14][C:9]([NH:8][C:7]([CH2:6][CH2:5][CH2:4][C:3]([OH:44])=[O:2])=[O:43])=[C:10]([CH3:42])[CH:11]=1)([C:20]1[CH:25]=[CH:24][C:23]([C:26]#[C:27][CH:28]([OH:33])[C:29]([CH3:31])([CH3:32])[CH3:30])=[C:22]([CH3:41])[CH:21]=1)[CH2:18][CH3:19])[CH3:17], predict the reactants needed to synthesize it. (4) The reactants are: [NH2:1][C@H:2]1[CH2:7][CH2:6][C@H:5]([NH2:8])[CH2:4][CH2:3]1.Cl[C:10]1[N:18]=[C:17]2[C:13]([N:14]=[CH:15][NH:16]2)=[C:12]([NH:19][C:20]2[CH:28]=[CH:27][C:23]([C:24]([NH2:26])=[O:25])=[CH:22][CH:21]=2)[N:11]=1. Given the product [NH2:1][C@H:2]1[CH2:7][CH2:6][C@H:5]([NH:8][C:10]2[N:18]=[C:17]3[C:13]([N:14]=[CH:15][NH:16]3)=[C:12]([NH:19][C:20]3[CH:21]=[CH:22][C:23]([C:24]([NH2:26])=[O:25])=[CH:27][CH:28]=3)[N:11]=2)[CH2:4][CH2:3]1, predict the reactants needed to synthesize it. (5) Given the product [C:4]1(=[O:5])[O:6][CH2:1][CH2:2][CH2:3]1.[CH2:1]([OH:6])[CH2:2][CH2:3][CH2:4][OH:5], predict the reactants needed to synthesize it. The reactants are: [C:1]1(=O)[O:6][C:4](=[O:5])[CH:3]=[CH:2]1. (6) Given the product [F:1][C:2]1[CH:25]=[CH:24][CH:23]=[CH:22][C:3]=1[CH2:4][N:5]1[C:9]([C:10]2[CH:14]=[CH:13][O:12][N:11]=2)=[CH:8][C:7]([C:15]2[N:20]=[C:19]([OH:21])[C:18]([S:26]([Cl:30])(=[O:28])=[O:27])=[CH:17][N:16]=2)=[N:6]1, predict the reactants needed to synthesize it. The reactants are: [F:1][C:2]1[CH:25]=[CH:24][CH:23]=[CH:22][C:3]=1[CH2:4][N:5]1[C:9]([C:10]2[CH:14]=[CH:13][O:12][N:11]=2)=[CH:8][C:7]([C:15]2[N:20]=[C:19]([OH:21])[CH:18]=[CH:17][N:16]=2)=[N:6]1.[S:26]([Cl:30])(=O)(=[O:28])[OH:27]. (7) Given the product [Br:25][C:26]1[CH:33]=[CH:32][C:29]([CH2:30][N:15]2[CH2:16][CH:11]([C:10]3[C:9]4[C:4](=[CH:5][CH:6]=[CH:7][CH:8]=4)[NH:3][C:2]=3[CH3:1])[CH2:12][C:13](=[O:17])[CH2:14]2)=[CH:28][CH:27]=1, predict the reactants needed to synthesize it. The reactants are: [CH3:1][C:2]1[NH:3][C:4]2[C:9]([C:10]=1[CH:11]1[CH2:16][NH:15][CH2:14][C:13](=[O:17])[CH2:12]1)=[CH:8][CH:7]=[CH:6][CH:5]=2.C(N(CC)CC)C.[Br:25][C:26]1[CH:33]=[CH:32][C:29]([CH2:30]Br)=[CH:28][CH:27]=1. (8) Given the product [F:1][C:2]1[CH:3]=[N:4][CH:5]=[C:6]([CH:9]=[CH2:10])[CH:7]=1, predict the reactants needed to synthesize it. The reactants are: [F:1][C:2]1[CH:3]=[N:4][CH:5]=[C:6](Br)[CH:7]=1.[CH2:9]([Sn](CCCC)(CCCC)C=C)[CH2:10]CC. (9) Given the product [F:1][C:2]([F:25])([C:15]1[CH:16]=[C:17]2[C:22](=[CH:23][CH:24]=1)[N:21]=[CH:20][CH:19]=[CH:18]2)[C:3]1[N:7]2[N:8]=[C:9](/[C:12](=[N:28]/[NH:27][C:29]([NH2:31])=[O:30])/[CH3:13])[CH:10]=[CH:11][C:6]2=[N:5][N:4]=1, predict the reactants needed to synthesize it. The reactants are: [F:1][C:2]([F:25])([C:15]1[CH:16]=[C:17]2[C:22](=[CH:23][CH:24]=1)[N:21]=[CH:20][CH:19]=[CH:18]2)[C:3]1[N:7]2[N:8]=[C:9]([C:12](=O)[CH3:13])[CH:10]=[CH:11][C:6]2=[N:5][N:4]=1.Cl.[NH:27]([C:29]([NH2:31])=[O:30])[NH2:28].